From a dataset of Full USPTO retrosynthesis dataset with 1.9M reactions from patents (1976-2016). Predict the reactants needed to synthesize the given product. (1) Given the product [CH3:7][O:8][C:9]1[CH:10]=[C:11](/[CH:12]=[CH:24]/[C:25]([NH:27][C:28]2[CH:36]=[CH:35][CH:34]=[CH:33][C:29]=2[C:30]([OH:32])=[O:31])=[O:26])[CH:14]=[CH:15][C:16]=1[O:17][CH2:18][C:19]#[CH:20], predict the reactants needed to synthesize it. The reactants are: N1CCCCC1.[CH3:7][O:8][C:9]1[CH:10]=[C:11]([CH:14]=[CH:15][C:16]=1[O:17][CH2:18][C:19]#[CH:20])[CH:12]=O.C([CH2:24][C:25]([NH:27][C:28]1[CH:36]=[CH:35][CH:34]=[CH:33][C:29]=1[C:30]([OH:32])=[O:31])=[O:26])(O)=O. (2) Given the product [OH2:9].[C:2]1([S:8]([OH:11])(=[O:10])=[O:9])[CH:7]=[CH:6][CH:5]=[CH:4][CH:3]=1.[C:12]([C@H:15]1[O:20][CH2:19][C@H:18]([NH:21][C:22]([C@@H:24]2[NH:38][C:37]3([CH2:39][CH2:40][C:41]([CH3:45])([CH3:44])[CH2:42][CH2:43]3)[C@:26]3([C:34]4[C:29](=[CH:30][C:31]([Cl:35])=[CH:32][CH:33]=4)[NH:28][C:27]3=[O:36])[C@H:25]2[C:46]2[CH:51]=[CH:50][N:49]=[C:48]([Cl:52])[C:47]=2[F:53])=[O:23])[CH2:17][CH2:16]1)(=[O:14])[NH2:13], predict the reactants needed to synthesize it. The reactants are: O.[C:2]1([S:8]([OH:11])(=[O:10])=[O:9])[CH:7]=[CH:6][CH:5]=[CH:4][CH:3]=1.[C:12]([C@H:15]1[O:20][CH2:19][C@H:18]([NH:21][C:22]([C@@H:24]2[NH:38][C:37]3([CH2:43][CH2:42][C:41]([CH3:45])([CH3:44])[CH2:40][CH2:39]3)[C@:26]3([C:34]4[C:29](=[CH:30][C:31]([Cl:35])=[CH:32][CH:33]=4)[NH:28][C:27]3=[O:36])[C@H:25]2[C:46]2[CH:51]=[CH:50][N:49]=[C:48]([Cl:52])[C:47]=2[F:53])=[O:23])[CH2:17][CH2:16]1)(=[O:14])[NH2:13]. (3) Given the product [Cl:1][C:2]1[N:10]=[C:9]2[C:5]([N:6]=[CH:7][N:8]2[CH:26]([CH3:28])[CH3:27])=[C:4]([NH:11][CH2:12][C:13]2[CH:14]=[N:15][CH:16]=[CH:17][CH:18]=2)[N:3]=1, predict the reactants needed to synthesize it. The reactants are: [Cl:1][C:2]1[N:10]=[C:9]2[C:5]([N:6]=[CH:7][NH:8]2)=[C:4]([NH:11][CH2:12][C:13]2[CH:14]=[N:15][CH:16]=[CH:17][CH:18]=2)[N:3]=1.C([O-])([O-])=O.[K+].[K+].Br[CH:26]([CH3:28])[CH3:27]. (4) Given the product [F:25][C:2]([F:1])([F:24])[O:3][C:4]1[CH:5]=[CH:6][C:7]([N:10]2[CH:14]=[N:13][C:12]([C:15]3[CH:20]=[CH:19][C:18]([C:21](=[O:23])[CH3:22])=[CH:17][CH:16]=3)=[N:11]2)=[CH:8][CH:9]=1, predict the reactants needed to synthesize it. The reactants are: [F:1][C:2]([F:25])([F:24])[O:3][C:4]1[CH:9]=[CH:8][C:7]([N:10]2[CH:14]=[N:13][C:12]([C:15]3[CH:20]=[CH:19][C:18]([CH:21]([OH:23])[CH3:22])=[CH:17][CH:16]=3)=[N:11]2)=[CH:6][CH:5]=1.C(N(CC)CC)C.S(=O)(=O)=O.N1C=CC=CC=1. (5) Given the product [Cl:37][C:21]1[C:22](=[O:36])[N:23]([CH2:24][CH2:25][C:26]2[CH:35]=[CH:34][C:29]([C:30]([O:32][CH3:33])=[O:31])=[CH:28][CH:27]=2)[C:18]([CH2:17][N:7]([C:1]2[CH:2]=[CH:3][CH:4]=[CH:5][CH:6]=2)[C:8]2[CH:9]=[CH:10][CH:11]=[CH:12][CH:13]=2)=[C:19]([Cl:38])[CH:20]=1, predict the reactants needed to synthesize it. The reactants are: [C:1]1([NH:7][C:8]2[CH:13]=[CH:12][CH:11]=[CH:10][CH:9]=2)[CH:6]=[CH:5][CH:4]=[CH:3][CH:2]=1.[H-].[Na+].Br[CH2:17][C:18]1[N:23]([CH2:24][CH2:25][C:26]2[CH:35]=[CH:34][C:29]([C:30]([O:32][CH3:33])=[O:31])=[CH:28][CH:27]=2)[C:22](=[O:36])[C:21]([Cl:37])=[CH:20][C:19]=1[Cl:38].[Cl-].[NH4+]. (6) Given the product [O:15]1[C:19]2[CH:20]=[CH:21][C:22]([C:2]3[N:7]=[N:6][C:5]([NH2:8])=[N:4][C:3]=3[C:9]3[CH:14]=[CH:13][CH:12]=[CH:11][CH:10]=3)=[CH:23][C:18]=2[O:17][CH2:16]1, predict the reactants needed to synthesize it. The reactants are: Br[C:2]1[N:7]=[N:6][C:5]([NH2:8])=[N:4][C:3]=1[C:9]1[CH:14]=[CH:13][CH:12]=[CH:11][CH:10]=1.[O:15]1[C:19]2[CH:20]=[CH:21][C:22](B(O)O)=[CH:23][C:18]=2[O:17][CH2:16]1. (7) Given the product [Cl:16][C:17]1[CH:18]=[C:19]2[C:23](=[CH:24][CH:25]=1)[NH:22][CH:21]=[C:20]2[CH2:26][N:2]1[C:35]([C:31]2[N:30]([CH2:28][CH3:29])[CH:34]=[CH:33][CH:32]=2)=[C:4]2[C:3]([N:8]([CH2:9][CH:10]([CH3:11])[CH3:12])[C:7](=[O:13])[N:6]([CH3:14])[C:5]2=[O:15])=[N:1]1, predict the reactants needed to synthesize it. The reactants are: [NH:1]([C:3]1[N:8]([CH2:9][CH:10]([CH3:12])[CH3:11])[C:7](=[O:13])[N:6]([CH3:14])[C:5](=[O:15])[CH:4]=1)[NH2:2].[Cl:16][C:17]1[CH:18]=[C:19]2[C:23](=[CH:24][CH:25]=1)[NH:22][CH:21]=[C:20]2[CH:26]=O.[CH2:28]([N:30]1[CH:34]=[CH:33][CH:32]=[C:31]1[CH:35]=O)[CH3:29]. (8) Given the product [CH:19]1([CH:22]([CH2:23][C:24]([O:26][CH2:27][CH3:28])=[O:25])[CH2:14][C:13]([O:16][CH2:17][CH3:18])=[O:15])[CH2:21][CH2:20]1, predict the reactants needed to synthesize it. The reactants are: C([Li])CCC.C(NC(C)C)(C)C.[C:13]([O:16][CH2:17][CH3:18])(=[O:15])[CH3:14].[CH:19]1([CH:22]=[CH:23][C:24]([O:26][CH2:27][CH3:28])=[O:25])[CH2:21][CH2:20]1.[Cl-].[NH4+].